From a dataset of Catalyst prediction with 721,799 reactions and 888 catalyst types from USPTO. Predict which catalyst facilitates the given reaction. (1) Reactant: [C:1]([C:3]1[CH:8]=[CH:7][C:6]([C:9]2[N:13]3[CH:14]=[C:15]([C:18]4[CH:26]=[CH:25][C:21]([C:22](O)=[O:23])=[CH:20][CH:19]=4)[N:16]=[CH:17][C:12]3=[N:11][CH:10]=2)=[CH:5][CH:4]=1)#[N:2].[CH3:27][N:28]1[CH2:34][CH2:33][CH2:32][NH:31][CH2:30][CH2:29]1. Product: [CH3:27][N:28]1[CH2:34][CH2:33][CH2:32][N:31]([C:22]([C:21]2[CH:25]=[CH:26][C:18]([C:15]3[N:16]=[CH:17][C:12]4[N:13]([C:9]([C:6]5[CH:5]=[CH:4][C:3]([C:1]#[N:2])=[CH:8][CH:7]=5)=[CH:10][N:11]=4)[CH:14]=3)=[CH:19][CH:20]=2)=[O:23])[CH2:30][CH2:29]1. The catalyst class is: 6. (2) Reactant: [NH2:1][CH2:2][CH2:3][OH:4].Cl[C:6]([O:8][CH2:9][C:10]1[CH:15]=[CH:14][CH:13]=[CH:12][CH:11]=1)=[O:7].C(N(CC)CC)C. Product: [OH:4][CH2:3][CH2:2][NH:1][C:6](=[O:7])[O:8][CH2:9][C:10]1[CH:15]=[CH:14][CH:13]=[CH:12][CH:11]=1. The catalyst class is: 4. (3) Reactant: Br[C:2]1[CH:3]=[C:4]2[C:10]([C:11]3[C:12]([CH3:25])=[N:13][N:14]([CH2:17][C:18]4[CH:23]=[CH:22][CH:21]=[C:20]([F:24])[CH:19]=4)[C:15]=3[CH3:16])=[CH:9][N:8]([S:26]([C:29]3[CH:35]=[CH:34][C:32]([CH3:33])=[CH:31][CH:30]=3)(=[O:28])=[O:27])[C:5]2=[N:6][CH:7]=1.[CH3:36][O:37][C:38]1[CH:43]=[CH:42][C:41](B2OC(C)(C)C(C)(C)O2)=[CH:40][C:39]=1[NH:53][S:54]([CH2:57][CH3:58])(=[O:56])=[O:55].C(=O)([O-])[O-].[Na+].[Na+]. Product: [F:24][C:20]1[CH:19]=[C:18]([CH:23]=[CH:22][CH:21]=1)[CH2:17][N:14]1[C:15]([CH3:16])=[C:11]([C:10]2[C:4]3[C:5](=[N:6][CH:7]=[C:2]([C:41]4[CH:42]=[CH:43][C:38]([O:37][CH3:36])=[C:39]([NH:53][S:54]([CH2:57][CH3:58])(=[O:55])=[O:56])[CH:40]=4)[CH:3]=3)[N:8]([S:26]([C:29]3[CH:30]=[CH:31][C:32]([CH3:33])=[CH:34][CH:35]=3)(=[O:27])=[O:28])[CH:9]=2)[C:12]([CH3:25])=[N:13]1. The catalyst class is: 622. (4) Reactant: [Cl:1][C:2]1[CH:7]=[C:6]([Cl:8])[CH:5]=[CH:4][C:3]=1[OH:9].[H-].[Na+].Cl[C:13]1[N:22]=[C:21]([O:23][CH2:24][CH3:25])[CH:20]=[CH:19][C:14]=1[C:15]([O:17][CH3:18])=[O:16].O. Product: [Cl:1][C:2]1[CH:7]=[C:6]([Cl:8])[CH:5]=[CH:4][C:3]=1[O:9][C:13]1[N:22]=[C:21]([O:23][CH2:24][CH3:25])[CH:20]=[CH:19][C:14]=1[C:15]([O:17][CH3:18])=[O:16]. The catalyst class is: 9. (5) Product: [OH:12][CH2:11][CH:8]1[CH2:7][CH2:6][CH:5]([C:3]([O:2][CH3:1])=[O:4])[CH2:10][CH2:9]1. Reactant: [CH3:1][O:2][C:3]([CH:5]1[CH2:10][CH2:9][CH:8]([C:11](O)=[O:12])[CH2:7][CH2:6]1)=[O:4].B.CSC.CO. The catalyst class is: 1. (6) Reactant: Cl[C:2]1[N:6]([CH2:7][CH2:8][CH2:9][C:10]([O:12][CH2:13][CH3:14])=[O:11])[C:5]2[C:15]([CH:20]([CH2:23][CH3:24])[CH2:21][CH3:22])=[CH:16][CH:17]=[C:18]([Cl:19])[C:4]=2[N:3]=1.[Br:25][C:26]1[CH:32]=[C:31]([C:33]([F:36])([F:35])[F:34])[CH:30]=[CH:29][C:27]=1[NH2:28].O.C1(C)C=CC(S(O)(=O)=O)=CC=1.C(=O)([O-])O.[Na+]. Product: [Br:25][C:26]1[CH:32]=[C:31]([C:33]([F:35])([F:36])[F:34])[CH:30]=[CH:29][C:27]=1[NH:28][C:2]1[N:6]([CH2:7][CH2:8][CH2:9][C:10]([O:12][CH2:13][CH3:14])=[O:11])[C:5]2[C:15]([CH:20]([CH2:23][CH3:24])[CH2:21][CH3:22])=[CH:16][CH:17]=[C:18]([Cl:19])[C:4]=2[N:3]=1. The catalyst class is: 113. (7) Reactant: [Cl:1][C:2]1[CH:7]=[CH:6][C:5]([C:8]2[C:12]([C:13](O)=[O:14])=[C:11](/[CH:16]=[CH:17]/[C:18]3[CH:23]=[CH:22][CH:21]=[CH:20][CH:19]=3)[O:10][N:9]=2)=[CH:4][CH:3]=1.C(N(CC)CC)C.ClC(OCC)=O.[BH4-].[Na+].[OH-].[Na+]. Product: [Cl:1][C:2]1[CH:3]=[CH:4][C:5]([C:8]2[C:12]([CH2:13][OH:14])=[C:11](/[CH:16]=[CH:17]/[C:18]3[CH:19]=[CH:20][CH:21]=[CH:22][CH:23]=3)[O:10][N:9]=2)=[CH:6][CH:7]=1. The catalyst class is: 20.